This data is from Forward reaction prediction with 1.9M reactions from USPTO patents (1976-2016). The task is: Predict the product of the given reaction. (1) Given the reactants Cl[C:2]1[CH:7]=[CH:6][N:5]2[C:8]([C:11]([NH:13][C:14]3[CH:22]=[CH:21][CH:20]=[C:19]4[C:15]=3[C:16]([CH3:33])=[N:17][N:18]4[CH2:23][C:24]3[CH:29]=[CH:28][CH:27]=[C:26]([CH:30](C)C)[N:25]=3)=[O:12])=[CH:9][N:10]=[C:4]2[CH:3]=1.[CH3:34][C@@H:35]1[N:40]([CH3:41])[CH2:39][CH2:38][N:37]([CH2:42][CH2:43][OH:44])[CH2:36]1.[CH3:45][C@H]1N(C)[C@@H](C)CN(CCO)C1, predict the reaction product. The product is: [CH3:34][C@@H:35]1[N:40]([CH3:41])[CH2:39][CH2:38][N:37]([CH2:42][CH2:43][O:44][C:2]2[CH:7]=[CH:6][N:5]3[C:8]([C:11]([NH:13][C:14]4[CH:22]=[CH:21][CH:20]=[C:19]5[C:15]=4[C:16]([CH3:33])=[N:17][N:18]5[CH2:23][C:24]4[CH:29]=[C:28]([CH3:45])[CH:27]=[C:26]([CH3:30])[N:25]=4)=[O:12])=[CH:9][N:10]=[C:4]3[CH:3]=2)[CH2:36]1. (2) Given the reactants [C:1]([C:3]1[N:4]=[C:5]([CH2:20][OH:21])[NH:6][C:7]=1[C:8]1[C:9]([CH3:19])=[CH:10][C:11]([CH3:18])=[C:12]([CH:17]=1)[C:13]([O:15]C)=[O:14])#[N:2].[OH-].[Na+], predict the reaction product. The product is: [C:1]([C:3]1[N:4]=[C:5]([CH2:20][OH:21])[NH:6][C:7]=1[C:8]1[C:9]([CH3:19])=[CH:10][C:11]([CH3:18])=[C:12]([CH:17]=1)[C:13]([OH:15])=[O:14])#[N:2].